From a dataset of Experimentally validated miRNA-target interactions with 360,000+ pairs, plus equal number of negative samples. Binary Classification. Given a miRNA mature sequence and a target amino acid sequence, predict their likelihood of interaction. (1) The miRNA is hsa-miR-4466 with sequence GGGUGCGGGCCGGCGGGG. The protein sequence of the target gene is MAEEEFSNTTHETFNFTLHTTLGVTTKLVLPTPAKPILPVQTGEQAQQEEQSSGMTIFFSLLVLAICIILVHLLIRYRLHFLPESVAVVSLGILMGAVIKVIEFKKLANWKEEEMFRPNMFFLLLLPPIIFESGYSLHKGNFFQNIGSITLFAVFGTAISAFVVGGGIYFLGQADVISKLNMTDSFAFGSLISAVDPVATIAIFNALHVDPVLNMLVFGESILNDAVSIVLTNTAEGLTRKHMSDVSGWQTFSQALGYFLKMFFGSAALGTLTGLISALVLKHIDLRKTPSLEFGMMIIF.... Result: 0 (no interaction). (2) The miRNA is cel-miR-248 with sequence AUACACGUGCACGGAUAACGCUCA. The protein sequence of the target gene is MAGEQKPSSNLLEQFILLAKGTSGSALTALISQVLEAPGVYVFGELLELANVQELAEGANAAYLQLLNLFAYGTYPDYIANKESLPELSTAQQNKLKHLTIVSLASRMKCIPYSVLLKDLEMRNLRELEDLIIEAVYTDIIQGKLDQRNQLLEVDFCIGRDIRKKDINNIVKTLHEWCDGCEAVLLGIEQQVLRANQYKENHNRTQQQVEAEVTNIKKTLKATASSSAQEMEQQLAERECPPHAEQRQPTKKMSKVKGLVSSRH. Result: 0 (no interaction). (3) The miRNA is hsa-miR-1237-3p with sequence UCCUUCUGCUCCGUCCCCCAG. The protein sequence of the target gene is MPQPSVSGMDPPFGDAFRSHTFSEQTLMSTDLLANSSDPDFMYELDREMNYQQNPRDNFLSLEDCKDIENLESFTDVLDNEGALTSNWEQWDTYCEDLTKYTKLTSCDIWGTKEVDYLGLDDFSSPYQDEEVISKTPTLAQLNSEDSQSVSDSLYYPDSLFSVKQNPLPSSFPGKKITSRAAAPVCSSKTLQAEVPLSDCVQKASKPTSSTQIMVKTNMYHNEKVNFHVECKDYVKKAKVKINPVQQSRPLLSQIHTDAAKENTCYCGAVAKRQEKKGMEPLQGHATPALPFKETQELLL.... Result: 1 (interaction). (4) The miRNA is hsa-miR-1258 with sequence AGUUAGGAUUAGGUCGUGGAA. The protein sequence of the target gene is MSEGAAGASPPGAASAAAASAEEGTAAAAAAAAAGGGPDGGGEGAAEPPRELRCSDCIVWNRQQTWLCVVPLFIGFIGLGLSLMLLKWIVVGSVKEYVPTDLVDSKGMGQDPFFLSKPSSFPKAMETTTTTTSTTSPATPSAGGAASSRTPNRISTRLTTITRAPTRFPGHRVPIRASPRSTTARNTAAPPTVLSTTAPFFSSSTPGSRPPMPGAPSTQAMPSWPTAAYATSSYLHDSTPSWTLSPFQDAAAASSSSPSSTSSTTTTPETSTSPKFHTTTYSTERSEHFKPCRDKDLAYC.... Result: 0 (no interaction).